Predict the product of the given reaction. From a dataset of Forward reaction prediction with 1.9M reactions from USPTO patents (1976-2016). (1) Given the reactants [OH:1][C@H:2]([C:6]1[CH:11]=[CH:10][CH:9]=[CH:8][C:7]=1[C@@H:12]([OH:16])[CH:13]([CH3:15])[CH3:14])[CH:3]([CH3:5])[CH3:4].N1C=CC=CC=1.[C:23]1([P:29](Cl)(Cl)=[O:30])[CH:28]=[CH:27][CH:26]=[CH:25][CH:24]=1.Cl, predict the reaction product. The product is: [CH:3]([C@H:2]1[C:6]2[CH:11]=[CH:10][CH:9]=[CH:8][C:7]=2[C@H:12]([CH:13]([CH3:15])[CH3:14])[O:16][P:29](=[O:30])([C:23]2[CH:28]=[CH:27][CH:26]=[CH:25][CH:24]=2)[O:1]1)([CH3:5])[CH3:4]. (2) Given the reactants [Cl:1][C:2]1[CH:3]=[N+:4]([O-:22])[CH:5]=[C:6]([Cl:21])[C:7]=1[CH2:8][C@@H:9]([C:11]1[CH:16]=[CH:15][C:14]([O:17][CH3:18])=[C:13]([O:19][CH3:20])[CH:12]=1)[OH:10].[CH:23]([C:25]1[CH:26]=[C:27]([CH:31]=[CH:32][CH:33]=1)[C:28](O)=[O:29])=[O:24].Cl.CN(C)CCCN=C=NCC, predict the reaction product. The product is: [Cl:21][C:6]1[CH:5]=[N+:4]([O-:22])[CH:3]=[C:2]([Cl:1])[C:7]=1[CH2:8][C@H:9]([O:10][C:28](=[O:29])[C:27]1[CH:31]=[CH:32][CH:33]=[C:25]([CH:23]=[O:24])[CH:26]=1)[C:11]1[CH:16]=[CH:15][C:14]([O:17][CH3:18])=[C:13]([O:19][CH3:20])[CH:12]=1. (3) Given the reactants [F:1][CH:2]([F:14])[O:3][C:4]1[CH:12]=[CH:11][CH:10]=[C:9]2[C:5]=1[CH2:6][CH:7]([CH3:13])[NH:8]2.Cl.CN(C)CCCN=C=NCC.[CH3:27][N:28]1[C:33](=[O:34])[CH:32]=[C:31]([N:35]2[CH2:40][CH2:39][O:38][CH2:37][CH2:36]2)[N:30]=[C:29]1[CH2:41][C:42]([O-])=[O:43].[Na+].O, predict the reaction product. The product is: [F:14][CH:2]([F:1])[O:3][C:4]1[CH:12]=[CH:11][CH:10]=[C:9]2[C:5]=1[CH2:6][CH:7]([CH3:13])[N:8]2[C:42](=[O:43])[CH2:41][C:29]1[N:28]([CH3:27])[C:33](=[O:34])[CH:32]=[C:31]([N:35]2[CH2:40][CH2:39][O:38][CH2:37][CH2:36]2)[N:30]=1. (4) Given the reactants C1(P(C2C=CC=CC=2)C2C=CC=CC=2)C=CC=CC=1.[N+:20]([C:23]1[CH:31]=[CH:30][C:26]([C:27]([OH:29])=[O:28])=[CH:25][CH:24]=1)([O-:22])=[O:21].[CH3:32][N:33]([CH3:48])[C:34]1[CH:47]=[CH:46][C:37]([CH2:38][CH2:39][N:40]2[CH2:44][CH2:43][C@@H:42](O)[CH2:41]2)=[CH:36][CH:35]=1.N(C(OCC)=O)=NC(OCC)=O, predict the reaction product. The product is: [CH3:48][N:33]([CH3:32])[C:34]1[CH:35]=[CH:36][C:37]([CH2:38][CH2:39][N:40]2[CH2:44][CH2:43][C@H:42]([O:28][C:27](=[O:29])[C:26]3[CH:25]=[CH:24][C:23]([N+:20]([O-:22])=[O:21])=[CH:31][CH:30]=3)[CH2:41]2)=[CH:46][CH:47]=1. (5) Given the reactants [CH3:1][O:2][C:3]1[CH:8]=[CH:7][C:6]([C:9]2[CH:10]=[N:11][C:12]([CH2:15]O)=[N:13][CH:14]=2)=[C:5]([C:17]([F:20])([F:19])[F:18])[CH:4]=1.S(Cl)(C)(=O)=O.CCN(C(C)C)C(C)C.[F:35][C:36]1[C:41]([F:42])=[CH:40][CH:39]=[CH:38][C:37]=1[C:43]1[N:51]=[C:46]2[CH:47]=[N:48][NH:49][CH:50]=[C:45]2[N:44]=1, predict the reaction product. The product is: [F:35][C:36]1[C:41]([F:42])=[CH:40][CH:39]=[CH:38][C:37]=1[C:43]1[N:51]=[C:46]2[CH:47]=[N:48][N:49]([CH2:15][C:12]3[N:11]=[CH:10][C:9]([C:6]4[CH:7]=[CH:8][C:3]([O:2][CH3:1])=[CH:4][C:5]=4[C:17]([F:20])([F:19])[F:18])=[CH:14][N:13]=3)[CH:50]=[C:45]2[N:44]=1. (6) Given the reactants [Br:1][C:2]1[CH:7]=[CH:6][C:5]([C:8]2[NH:12][C:11]([C@@H:13]3[CH2:17][CH2:16][C@H:15]([CH3:18])[N:14]3[C:19](OC(C)(C)C)=[O:20])=[N:10][CH:9]=2)=[CH:4][CH:3]=1.Cl.[CH3:27][O:28][C:29]([NH:31][C@@H:32]([CH:36]1[CH2:41][CH2:40][O:39][CH2:38][CH2:37]1)C(O)=O)=[O:30].CN(C(ON1N=NC2C=CC=NC1=2)=[N+](C)C)C.F[P-](F)(F)(F)(F)F.CCN(C(C)C)C(C)C, predict the reaction product. The product is: [Br:1][C:2]1[CH:3]=[CH:4][C:5]([C:8]2[NH:12][C:11]([C@@H:13]3[CH2:17][CH2:16][C@H:15]([CH3:18])[N:14]3[C:19](=[O:20])[C@@H:32]([NH:31][C:29](=[O:30])[O:28][CH3:27])[CH:36]3[CH2:41][CH2:40][O:39][CH2:38][CH2:37]3)=[N:10][CH:9]=2)=[CH:6][CH:7]=1.